Dataset: Forward reaction prediction with 1.9M reactions from USPTO patents (1976-2016). Task: Predict the product of the given reaction. Given the reactants [OH:1][CH2:2][C:3]([CH2:8][OH:9])([CH3:7])[C:4]([OH:6])=[O:5].[OH-].[Na+:11], predict the reaction product. The product is: [OH:1][CH2:2][C:3]([CH2:8][OH:9])([CH3:7])[C:4]([O-:6])=[O:5].[Na+:11].